This data is from Forward reaction prediction with 1.9M reactions from USPTO patents (1976-2016). The task is: Predict the product of the given reaction. (1) Given the reactants [Br-].[C:2]([CH2:5][CH2:6][CH2:7][P+](C1C=CC=CC=1)(C1C=CC=CC=1)C1C=CC=CC=1)([OH:4])=[O:3].[CH3:27]C(C)([O-])C.[K+].[CH3:33][O:34][C:35]1[CH:36]=[C:37]([CH:40]=[CH:41][CH:42]=1)[CH:38]=O, predict the reaction product. The product is: [C:2]([OH:4])(=[O:3])[CH:5]=[CH:6][CH2:7][CH3:27].[CH3:33][O:34][C:35]1[CH:36]=[C:37]([CH:38]=[CH:7][CH2:6][CH2:5][C:2]([OH:4])=[O:3])[CH:40]=[CH:41][CH:42]=1. (2) Given the reactants [I:1][C:2]1[CH:7]=[CH:6][N:5]=[C:4]([NH:8][NH:9][C:10](=[O:16])[C:11]([O:13]CC)=[O:12])[CH:3]=1.[OH-].[Li+].Cl, predict the reaction product. The product is: [I:1][C:2]1[CH:7]=[CH:6][N:5]=[C:4]([NH:8][NH:9][C:10](=[O:16])[C:11]([OH:13])=[O:12])[CH:3]=1. (3) Given the reactants F[C:2](F)(F)[C:3]([O:5][C:6](=O)[C:7]([F:10])([F:9])[F:8])=[O:4].[CH3:14][C:15](C)=[CH:16]C(Cl)=O.C(N(CC)CC)C, predict the reaction product. The product is: [CH3:14][C:15]1[CH:16]=[C:6]([C:7]([F:10])([F:9])[F:8])[O:5][C:3](=[O:4])[CH:2]=1. (4) The product is: [CH3:1][O:2][C:3](=[O:19])[CH2:4][O:5][C:6]1[C:15]2[C:10](=[CH:11][CH:12]=[CH:13][CH:14]=2)[C:9]([NH2:16])=[CH:8][CH:7]=1. Given the reactants [CH3:1][O:2][C:3](=[O:19])[CH2:4][O:5][C:6]1[C:15]2[C:10](=[CH:11][CH:12]=[CH:13][CH:14]=2)[C:9]([N+:16]([O-])=O)=[CH:8][CH:7]=1.[H][H], predict the reaction product. (5) Given the reactants C([O:3][C:4](=[O:36])[CH2:5][S:6][C:7]1[S:11][C:10]([NH:12][C:13]([N:15]([CH:30]2[CH2:35][CH2:34][CH2:33][CH2:32][CH2:31]2)[C@H:16]2[CH2:21][CH2:20][C@H:19]([CH2:22][O:23][C:24]3[CH:29]=[CH:28][CH:27]=[CH:26][CH:25]=3)[CH2:18][CH2:17]2)=[O:14])=[N:9][CH:8]=1)C.[OH-].[Na+].Cl, predict the reaction product. The product is: [CH:30]1([N:15]([C@H:16]2[CH2:21][CH2:20][C@H:19]([CH2:22][O:23][C:24]3[CH:29]=[CH:28][CH:27]=[CH:26][CH:25]=3)[CH2:18][CH2:17]2)[C:13](=[O:14])[NH:12][C:10]2[S:11][C:7]([S:6][CH2:5][C:4]([OH:36])=[O:3])=[CH:8][N:9]=2)[CH2:31][CH2:32][CH2:33][CH2:34][CH2:35]1. (6) Given the reactants I[C:2]1[CH:11]=[CH:10][C:5]([C:6]([O:8][CH3:9])=[O:7])=[CH:4][CH:3]=1.[CH2:12]([OH:17])[CH2:13][CH2:14][C:15]#[CH:16], predict the reaction product. The product is: [OH:17][CH2:12][CH2:13][CH2:14][C:15]#[C:16][C:2]1[CH:11]=[CH:10][C:5]([C:6]([O:8][CH3:9])=[O:7])=[CH:4][CH:3]=1. (7) Given the reactants Br[C:2]1[CH:10]=[CH:9][CH:8]=[C:7]2[C:3]=1[C:4]1([C:15]3=[CH:16][C:17]4[O:21][CH2:20][O:19][C:18]=4[CH:22]=[C:14]3[O:13][CH2:12]1)[C:5](=[O:11])[NH:6]2.[N:23]1[CH:28]=[C:27](B(O)O)[CH:26]=[N:25][CH:24]=1.CN(C)C1N=CC(B(O)O)=CC=1, predict the reaction product. The product is: [N:23]1[CH:28]=[C:27]([C:2]2[CH:10]=[CH:9][CH:8]=[C:7]3[C:3]=2[C:4]2([C:15]4=[CH:16][C:17]5[O:21][CH2:20][O:19][C:18]=5[CH:22]=[C:14]4[O:13][CH2:12]2)[C:5](=[O:11])[NH:6]3)[CH:26]=[N:25][CH:24]=1. (8) Given the reactants [Cl:1][C:2]1[CH:3]=[C:4]2[C:8](=[C:9]([CH2:11][C:12]([NH:14][CH2:15][C:16]3[CH:21]=[C:20]([C:22]([O:24][CH3:25])=[O:23])[CH:19]=[CH:18][N:17]=3)=O)[CH:10]=1)[N:7]([CH2:26][CH:27]([CH3:29])[CH3:28])[N:6]=[CH:5]2.P(Cl)(Cl)(Cl)=O.O.C(=O)([O-])O.[Na+], predict the reaction product. The product is: [Cl:1][C:2]1[CH:3]=[C:4]2[C:8](=[C:9]([CH2:11][C:12]3[N:17]4[CH:18]=[CH:19][C:20]([C:22]([O:24][CH3:25])=[O:23])=[CH:21][C:16]4=[CH:15][N:14]=3)[CH:10]=1)[N:7]([CH2:26][CH:27]([CH3:29])[CH3:28])[N:6]=[CH:5]2. (9) Given the reactants [NH2:1][C:2]1[C:10]2[C:5](=[N:6][C:7](N3CCNCC3)=[CH:8][C:9]=2[CH2:11]CC)[S:4][C:3]=1[C:20]([NH2:22])=[O:21].C([O-])([O-])=[O:24].[K+].[K+].Br[CH2:30][C:31]([O:33][CH3:34])=[O:32].[H-].[Na+], predict the reaction product. The product is: [CH3:34][O:33][C:31](=[O:32])[CH2:30][O:24][C:7]1[N:6]=[C:5]2[S:4][C:3]([C:20](=[O:21])[NH2:22])=[C:2]([NH2:1])[C:10]2=[C:9]([CH3:11])[CH:8]=1.